From a dataset of Forward reaction prediction with 1.9M reactions from USPTO patents (1976-2016). Predict the product of the given reaction. (1) Given the reactants [OH-].[Na+].C[O:4][C:5](=[O:49])[CH:6]([O:14][C:15]1[CH:24]=[CH:23][C:22]2[C:17](=[CH:18][CH:19]=[C:20]([CH2:25][NH:26][C:27]([C:29]3[C:33]4[CH:34]=[CH:35][CH:36]=[CH:37][C:32]=4[O:31][C:30]=3[CH2:38][CH2:39][CH2:40][CH3:41])=[O:28])[CH:21]=2)[C:16]=1[C:42]1[CH:47]=[CH:46][C:45]([Cl:48])=[CH:44][CH:43]=1)[CH2:7][C:8]1[CH:13]=[CH:12][CH:11]=[CH:10][CH:9]=1.O.Cl, predict the reaction product. The product is: [CH2:38]([C:30]1[O:31][C:32]2[CH:37]=[CH:36][CH:35]=[CH:34][C:33]=2[C:29]=1[C:27]([NH:26][CH2:25][C:20]1[CH:21]=[C:22]2[C:17](=[CH:18][CH:19]=1)[C:16]([C:42]1[CH:47]=[CH:46][C:45]([Cl:48])=[CH:44][CH:43]=1)=[C:15]([O:14][CH:6]([CH2:7][C:8]1[CH:9]=[CH:10][CH:11]=[CH:12][CH:13]=1)[C:5]([OH:49])=[O:4])[CH:24]=[CH:23]2)=[O:28])[CH2:39][CH2:40][CH3:41]. (2) Given the reactants CC(C)([O-])C.[K+].[OH:7][CH:8]1[CH2:13][CH2:12][N:11]([C:14]([O:16][C:17]([CH3:20])([CH3:19])[CH3:18])=[O:15])[CH2:10][CH2:9]1.[Cl:21][C:22]1[CH:29]=[C:28](F)[CH:27]=[CH:26][C:23]=1[C:24]#[N:25], predict the reaction product. The product is: [Cl:21][C:22]1[CH:29]=[C:28]([CH:27]=[CH:26][C:23]=1[C:24]#[N:25])[O:7][CH:8]1[CH2:9][CH2:10][N:11]([C:14]([O:16][C:17]([CH3:20])([CH3:19])[CH3:18])=[O:15])[CH2:12][CH2:13]1. (3) Given the reactants [CH:1]1([C:7]([N:9]2[CH2:15][C:14]3[CH:16]=[CH:17][C:18]([C:20](OC(C)C)=[O:21])=[N:19][C:13]=3[O:12][CH2:11][CH2:10]2)=[O:8])[CH2:6][CH2:5][CH2:4][CH2:3][CH2:2]1.[NH2:26][OH:27].[OH-].[Na+].Cl, predict the reaction product. The product is: [CH:1]1([C:7]([N:9]2[CH2:15][C:14]3[CH:16]=[CH:17][C:18]([C:20]([NH:26][OH:27])=[O:21])=[N:19][C:13]=3[O:12][CH2:11][CH2:10]2)=[O:8])[CH2:6][CH2:5][CH2:4][CH2:3][CH2:2]1. (4) Given the reactants [C:1]([O:7][CH2:8][CH3:9])(=[O:6])[CH2:2][C:3]([CH3:5])=[O:4].[H-].[Na+].[N+:12]([C:15]1[CH:22]=[CH:21][C:18]([CH2:19]Br)=[CH:17][CH:16]=1)([O-:14])=[O:13], predict the reaction product. The product is: [N+:12]([C:15]1[CH:22]=[CH:21][C:18]([CH2:19][CH:2]([C:3](=[O:4])[CH3:5])[C:1]([O:7][CH2:8][CH3:9])=[O:6])=[CH:17][CH:16]=1)([O-:14])=[O:13]. (5) Given the reactants [NH2:1][C:2]1[C:7]([NH2:8])=[CH:6][C:5]([Br:9])=[CH:4][N:3]=1.[CH:10](O)=O, predict the reaction product. The product is: [Br:9][C:5]1[CH:6]=[C:7]2[N:8]=[CH:10][NH:1][C:2]2=[N:3][CH:4]=1.